From a dataset of Full USPTO retrosynthesis dataset with 1.9M reactions from patents (1976-2016). Predict the reactants needed to synthesize the given product. (1) Given the product [C:22]([O:26][C:27]([C:2]1[S:3][CH:4]=[C:5]([C:7](=[O:13])[C:8]([O:10][CH2:11][CH3:12])=[O:9])[N:6]=1)=[O:28])([CH3:25])([CH3:24])[CH3:23], predict the reactants needed to synthesize it. The reactants are: N[C:2]1[S:3][CH:4]=[C:5]([C:7](=[O:13])[C:8]([O:10][CH2:11][CH3:12])=[O:9])[N:6]=1.CN(C)CCN(C)C.[C:22]([O:26][C:27](O[C:27]([O:26][C:22]([CH3:25])([CH3:24])[CH3:23])=[O:28])=[O:28])([CH3:25])([CH3:24])[CH3:23]. (2) The reactants are: C([Li])CCC.Br[C:7]1[CH:12]=[CH:11][C:10]([O:13][CH:14]([F:16])[F:15])=[CH:9][CH:8]=1.[B:17]([O:26][CH:27]([CH3:29])[CH3:28])([O:22][CH:23]([CH3:25])[CH3:24])OC(C)C.P(=O)(O)(O)O. Given the product [CH3:29][C:27]1([CH3:28])[C:23]([CH3:24])([CH3:25])[O:22][B:17]([C:7]2[CH:12]=[CH:11][C:10]([O:13][CH:14]([F:16])[F:15])=[CH:9][CH:8]=2)[O:26]1, predict the reactants needed to synthesize it. (3) Given the product [NH:1]1[C:9]2[C:4](=[CH:5][CH:6]=[CH:7][CH:8]=2)[C:3]([CH:20]([C:21]2[CH:26]=[CH:25][CH:24]=[CH:23][CH:22]=2)[CH:14]2[C:15](=[O:17])[O:16][C:11]([CH3:19])([CH3:10])[O:12][C:13]2=[O:18])=[CH:2]1, predict the reactants needed to synthesize it. The reactants are: [NH:1]1[C:9]2[C:4](=[CH:5][CH:6]=[CH:7][CH:8]=2)[CH:3]=[CH:2]1.[CH3:10][C:11]1([CH3:19])[O:16][C:15](=[O:17])[CH2:14][C:13](=[O:18])[O:12]1.[CH:20](=O)[C:21]1[CH:26]=[CH:25][CH:24]=[CH:23][CH:22]=1.N1CCCC1C(O)=O. (4) Given the product [CH3:12][C:4]1[CH:3]=[C:2]([N:13]2[CH2:18][CH2:17][O:16][CH2:15][CH2:14]2)[C:11]2[C:6](=[CH:7][CH:8]=[CH:9][CH:10]=2)[N:5]=1, predict the reactants needed to synthesize it. The reactants are: Cl[C:2]1[C:11]2[C:6](=[CH:7][CH:8]=[CH:9][CH:10]=2)[N:5]=[C:4]([CH3:12])[CH:3]=1.[NH:13]1[CH2:18][CH2:17][O:16][CH2:15][CH2:14]1. (5) Given the product [Cl:1][C:2]1[CH:3]=[C:4]([C:9]([OH:18])([C:14]([F:15])([F:16])[F:17])[C:10]#[C:11][C:12]([OH:21])=[O:13])[CH:5]=[C:6]([Cl:8])[CH:7]=1, predict the reactants needed to synthesize it. The reactants are: [Cl:1][C:2]1[CH:3]=[C:4]([C:9]([OH:18])([C:14]([F:17])([F:16])[F:15])[C:10]#[C:11][CH2:12][OH:13])[CH:5]=[C:6]([Cl:8])[CH:7]=1.CC(C)=[O:21].OS(O)(=O)=O.O=[Cr](=O)=O. (6) The reactants are: [CH2:1]([N:3](CC)CC)C.[C:16](O[C:16]([O:18][C:19]([CH3:22])([CH3:21])[CH3:20])=[O:17])([O:18][C:19]([CH3:22])([CH3:21])[CH3:20])=[O:17].[NH2:23][C:24]1[CH:31]=[CH:30][C:27](CN)=[CH:26][CH:25]=1. Given the product [C:16]([C:27]1[CH:26]=[CH:25][C:24]([NH:23][CH2:1][NH2:3])=[CH:31][CH:30]=1)([O:18][C:19]([CH3:20])([CH3:21])[CH3:22])=[O:17], predict the reactants needed to synthesize it. (7) Given the product [F:1][C:2]1[CH:7]=[CH:6][C:5]([CH:8]([OH:30])[CH:9]([CH2:15][C:16]2[CH:21]=[CH:20][C:19]([CH3:22])=[C:18]([O:23][C:24]([F:29])([F:28])[CH:25]([F:27])[F:26])[CH:17]=2)[C:10]([OH:12])=[O:11])=[CH:4][CH:3]=1, predict the reactants needed to synthesize it. The reactants are: [F:1][C:2]1[CH:7]=[CH:6][C:5]([CH:8]([OH:30])[CH:9]([CH2:15][C:16]2[CH:21]=[CH:20][C:19]([CH3:22])=[C:18]([O:23][C:24]([F:29])([F:28])[CH:25]([F:27])[F:26])[CH:17]=2)[C:10]([O:12]CC)=[O:11])=[CH:4][CH:3]=1.[OH-].[Na+].Cl.